Dataset: Forward reaction prediction with 1.9M reactions from USPTO patents (1976-2016). Task: Predict the product of the given reaction. (1) Given the reactants [CH3:1][O:2][C:3]1[CH:12]=[CH:11][C:6]([C:7]([O:9]C)=[O:8])=[C:5]([NH:13][CH2:14][C:15]2[CH:20]=[CH:19][C:18]([C:21]([F:24])([F:23])[F:22])=[CH:17][CH:16]=2)[N:4]=1.[OH-].[Na+], predict the reaction product. The product is: [CH3:1][O:2][C:3]1[CH:12]=[CH:11][C:6]([C:7]([OH:9])=[O:8])=[C:5]([NH:13][CH2:14][C:15]2[CH:20]=[CH:19][C:18]([C:21]([F:24])([F:22])[F:23])=[CH:17][CH:16]=2)[N:4]=1. (2) Given the reactants [C:1]([N:4]1[C:12]2[C:7](=[CH:8][CH:9]=[C:10]([S:13](O)(=[O:15])=[O:14])[CH:11]=2)[C:6]([CH3:18])([CH3:17])[CH2:5]1)(=[O:3])[CH3:2].O=P(Cl)(Cl)[Cl:21], predict the reaction product. The product is: [C:1]([N:4]1[C:12]2[C:7](=[CH:8][CH:9]=[C:10]([S:13]([Cl:21])(=[O:15])=[O:14])[CH:11]=2)[C:6]([CH3:18])([CH3:17])[CH2:5]1)(=[O:3])[CH3:2]. (3) Given the reactants O=[O+][O-].C(=[C:7]1[CH:14]2[CH2:15][CH2:16][CH:8]1[CH:9]1[CH:13]2[C:12](=[O:17])[CH:11]([C:18]2[C:23]([CH3:24])=[CH:22][C:21]([CH3:25])=[CH:20][C:19]=2[CH3:26])[C:10]1=[O:27])(C)C.[O:28]=O.CSC, predict the reaction product. The product is: [OH:17][C:12]1[CH:13]2[CH:9]([CH:8]3[C:7](=[O:28])[CH:14]2[CH2:15][CH2:16]3)[C:10](=[O:27])[C:11]=1[C:18]1[C:23]([CH3:24])=[CH:22][C:21]([CH3:25])=[CH:20][C:19]=1[CH3:26]. (4) Given the reactants [CH3:1][O:2][C:3]([C:5]1[C:6](=[O:17])[O:7][C:8]2[C:13]([C:14]=1[OH:15])=[CH:12][C:11](Br)=[CH:10][CH:9]=2)=[O:4].[F:18][C:19]([F:30])([F:29])[C:20]1[CH:25]=[CH:24][C:23](B(O)O)=[CH:22][CH:21]=1, predict the reaction product. The product is: [CH3:1][O:2][C:3]([C:5]1[C:6](=[O:17])[O:7][C:8]2[C:13]([C:14]=1[OH:15])=[CH:12][C:11]([C:23]1[CH:24]=[CH:25][C:20]([C:19]([F:30])([F:29])[F:18])=[CH:21][CH:22]=1)=[CH:10][CH:9]=2)=[O:4]. (5) Given the reactants C1(C)C=CC=CC=1.[Cl:8][C:9]1[CH:14]=[CH:13][C:12](Br)=[CH:11][C:10]=1[O:16][CH3:17].[C:18]([N:25]1[CH2:30][CH2:29][NH:28][CH2:27][CH2:26]1)([O:20][C:21]([CH3:24])([CH3:23])[CH3:22])=[O:19].CC(C)([O-])C.[Na+], predict the reaction product. The product is: [Cl:8][C:9]1[CH:14]=[CH:13][C:12]([N:28]2[CH2:27][CH2:26][N:25]([C:18]([O:20][C:21]([CH3:24])([CH3:23])[CH3:22])=[O:19])[CH2:30][CH2:29]2)=[CH:11][C:10]=1[O:16][CH3:17].